Task: Predict which catalyst facilitates the given reaction.. Dataset: Catalyst prediction with 721,799 reactions and 888 catalyst types from USPTO (1) Reactant: [Cl:1][C:2]1[CH:3]=[N:4][CH:5]=[CH:6][C:7]=1[C:8]([OH:10])=O.CN(C(ON1N=NC2C=CC=NC1=2)=[N+](C)C)C.F[P-](F)(F)(F)(F)F.CCN(C(C)C)C(C)C.[CH3:44][O:45][C:46]1[CH:51]=[CH:50][C:49]([CH2:52][N:53]2[CH:57]=[CH:56][C:55]([NH2:58])=[N:54]2)=[C:48]([C:59]([F:62])([F:61])[F:60])[CH:47]=1. Product: [Cl:1][C:2]1[CH:3]=[N:4][CH:5]=[CH:6][C:7]=1[C:8]([NH:58][C:55]1[CH:56]=[CH:57][N:53]([CH2:52][C:49]2[CH:50]=[CH:51][C:46]([O:45][CH3:44])=[CH:47][C:48]=2[C:59]([F:61])([F:60])[F:62])[N:54]=1)=[O:10]. The catalyst class is: 405. (2) Reactant: [OH-].[Na+].[F:3][C:4]1[C:9]([C:10]2[O:28][C:13]3[N:14]=[CH:15][N:16]=[C:17]([NH:18][CH2:19][CH2:20][CH2:21][CH2:22][CH2:23][C:24]([O:26]C)=[O:25])[C:12]=3[C:11]=2[C:29]2[CH:34]=[CH:33][C:32]([O:35][CH3:36])=[CH:31][CH:30]=2)=[CH:8][CH:7]=[CH:6][N:5]=1.Cl.O. Product: [F:3][C:4]1[C:9]([C:10]2[O:28][C:13]3[N:14]=[CH:15][N:16]=[C:17]([NH:18][CH2:19][CH2:20][CH2:21][CH2:22][CH2:23][C:24]([OH:26])=[O:25])[C:12]=3[C:11]=2[C:29]2[CH:34]=[CH:33][C:32]([O:35][CH3:36])=[CH:31][CH:30]=2)=[CH:8][CH:7]=[CH:6][N:5]=1. The catalyst class is: 346.